Task: Predict the reactants needed to synthesize the given product.. Dataset: Full USPTO retrosynthesis dataset with 1.9M reactions from patents (1976-2016) Given the product [C:48]([O:47][C:45]([N:8]1[CH2:12][C@@H:11]([C:13]2[CH:18]=[CH:17][CH:16]=[C:15]([C:19]([F:22])([F:21])[F:20])[C:14]=2[C:23]([O:25][CH3:26])=[O:24])[C@H:10]([C:27]([OH:29])=[O:28])[CH2:9]1)=[O:46])([CH3:49])([CH3:50])[CH3:51], predict the reactants needed to synthesize it. The reactants are: C([N:8]1[CH2:12][C@@H:11]([C:13]2[CH:18]=[CH:17][CH:16]=[C:15]([C:19]([F:22])([F:21])[F:20])[C:14]=2[C:23]([O:25][CH3:26])=[O:24])[C@H:10]([C:27]([O:29]CC2C=CC=CC=2)=[O:28])[CH2:9]1)C1C=CC=CC=1.[C:45](O[C:45]([O:47][C:48]([CH3:51])([CH3:50])[CH3:49])=[O:46])([O:47][C:48]([CH3:51])([CH3:50])[CH3:49])=[O:46].[H][H].